Predict the reaction yield, written as a fraction of the theoretical maximum amount of product (1.0 means a 100% yield; for example, 0.34 means a 34% yield). From a dataset of Reaction yield outcomes from USPTO patents with 853,638 reactions. (1) The reactants are Cl[C:2]1[N:11]=[C:10]([N:12]([C:14]2[CH:19]=[CH:18][C:17]([O:20][CH3:21])=[CH:16][CH:15]=2)[CH3:13])[C:9]2[C:4](=[CH:5][CH:6]=[CH:7][CH:8]=2)[N:3]=1.[CH3:22][O-:23].[Na+]. The catalyst is CO.C(OC(=O)C)C. The product is [CH3:22][O:23][C:2]1[N:11]=[C:10]([N:12]([C:14]2[CH:19]=[CH:18][C:17]([O:20][CH3:21])=[CH:16][CH:15]=2)[CH3:13])[C:9]2[C:4](=[CH:5][CH:6]=[CH:7][CH:8]=2)[N:3]=1. The yield is 0.540. (2) The reactants are [N:1]([C:4]1[CH:11]=[CH:10][C:7]([CH:8]=O)=[CH:6][CH:5]=1)=[N+:2]=[N-:3].[CH:12](=[O:15])[CH2:13]C.[OH-].[Na+].[CH:18](O)(C)C. The catalyst is O. The product is [N:1]([C:4]1[CH:11]=[CH:10][C:7]([CH:8]=[CH:13][CH:12]=[O:15])=[C:6]([CH3:18])[CH:5]=1)=[N+:2]=[N-:3]. The yield is 0.620. (3) The reactants are C(Cl)CCl.[OH:5][C:6]1[C:7]2[CH:8]=[C:9]([CH:17]=[CH:18][C:19]([OH:21])=O)[CH:10]=[N:11][C:12]=2[NH:13][C:14](=[O:16])[CH:15]=1.[CH3:22][NH:23][CH2:24][C:25]1[O:26][C:27]2[CH:34]=[CH:33][CH:32]=[CH:31][C:28]=2[C:29]=1[CH3:30].C1C=CC2N(O)N=NC=2C=1.CCN(C(C)C)C(C)C. The catalyst is CN(C=O)C.O. The product is [OH:5][C:6]1[C:7]2[CH:8]=[C:9]([CH:17]=[CH:18][C:19]([N:23]([CH3:22])[CH2:24][C:25]3[O:26][C:27]4[CH:34]=[CH:33][CH:32]=[CH:31][C:28]=4[C:29]=3[CH3:30])=[O:21])[CH:10]=[N:11][C:12]=2[NH:13][C:14](=[O:16])[CH:15]=1. The yield is 0.500. (4) The reactants are [C:1](/[C:3](=[CH:11]\[C:12]1[CH:17]=[CH:16][CH:15]=[C:14]([NH:18][C:19]2[C:27]3[C:22](=[N:23][CH:24]=[CH:25][C:26]=3[O:28][C:29]3[CH:34]=[CH:33][C:32]([O:35][C:36]4[CH:41]=[CH:40][CH:39]=[CH:38][CH:37]=4)=[CH:31][CH:30]=3)[N:21]([CH2:42][C:43]3[CH:48]=[CH:47][C:46]([O:49][CH3:50])=[CH:45][CH:44]=3)[N:20]=2)[CH:13]=1)/[C:4]([O:6]C(C)(C)C)=[O:5])#[N:2]. The catalyst is C(O)(C(F)(F)F)=O. The product is [C:1](/[C:3](=[CH:11]\[C:12]1[CH:17]=[CH:16][CH:15]=[C:14]([NH:18][C:19]2[C:27]3[C:22](=[N:23][CH:24]=[CH:25][C:26]=3[O:28][C:29]3[CH:34]=[CH:33][C:32]([O:35][C:36]4[CH:41]=[CH:40][CH:39]=[CH:38][CH:37]=4)=[CH:31][CH:30]=3)[N:21]([CH2:42][C:43]3[CH:44]=[CH:45][C:46]([O:49][CH3:50])=[CH:47][CH:48]=3)[N:20]=2)[CH:13]=1)/[C:4]([OH:6])=[O:5])#[N:2]. The yield is 1.00. (5) The reactants are [CH:1]([C@H:14]1[O:19][CH2:18][C@@H:17]([NH2:20])[CH2:16][CH2:15]1)([C:8]1[CH:13]=[CH:12][CH:11]=[CH:10][CH:9]=1)[C:2]1[CH:7]=[CH:6][CH:5]=[CH:4][CH:3]=1.[C:21]([C:23]1[CH:30]=[CH:29][C:26]([CH:27]=O)=[CH:25][CH:24]=1)#[N:22].C(O)(=O)C.[BH3-]C#N.[Na+]. The catalyst is ClCCCl.CO. The yield is 0.800. The product is [CH:1]([C@H:14]1[O:19][CH2:18][C@@H:17]([NH:20][CH2:27][C:26]2[CH:29]=[CH:30][C:23]([C:21]#[N:22])=[CH:24][CH:25]=2)[CH2:16][CH2:15]1)([C:8]1[CH:13]=[CH:12][CH:11]=[CH:10][CH:9]=1)[C:2]1[CH:3]=[CH:4][CH:5]=[CH:6][CH:7]=1. (6) The reactants are [NH2:1][C:2]1[C:3]([CH3:8])=[CH:4][CH:5]=[CH:6][CH:7]=1.N1C=CC=CC=1.[F:15][C:16]([F:27])([F:26])[C:17](O[C:17](=[O:18])[C:16]([F:27])([F:26])[F:15])=[O:18]. The catalyst is C(Cl)Cl. The product is [F:15][C:16]([F:27])([F:26])[C:17]([NH:1][C:2]1[CH:7]=[CH:6][CH:5]=[CH:4][C:3]=1[CH3:8])=[O:18]. The yield is 0.970. (7) The reactants are C1(C(C2C=CC=CC=2)(CC=C)CN)C=CC=CC=1.C1(C=O)CCCCC1.[CH2:27]([NH:34][CH2:35][C:36]([C:46]1[CH:51]=[CH:50][CH:49]=[CH:48][CH:47]=1)([C:40]1[CH:45]=[CH:44][CH:43]=[CH:42][CH:41]=1)[CH2:37][CH:38]=[CH2:39])[C:28]1[CH:33]=[CH:32][CH:31]=[CH:30][CH:29]=1. No catalyst specified. The product is [CH:28]1([CH2:27][NH:34][CH2:35][C:36]([C:46]2[CH:47]=[CH:48][CH:49]=[CH:50][CH:51]=2)([C:40]2[CH:45]=[CH:44][CH:43]=[CH:42][CH:41]=2)[CH2:37][CH:38]=[CH2:39])[CH2:33][CH2:32][CH2:31][CH2:30][CH2:29]1. The yield is 0.970.